This data is from Aqueous solubility values for 9,982 compounds from the AqSolDB database. The task is: Regression/Classification. Given a drug SMILES string, predict its absorption, distribution, metabolism, or excretion properties. Task type varies by dataset: regression for continuous measurements (e.g., permeability, clearance, half-life) or binary classification for categorical outcomes (e.g., BBB penetration, CYP inhibition). For this dataset (solubility_aqsoldb), we predict Y. (1) The molecule is CCCNC(=O)c1cc(N2CC2)c([N+](=O)[O-])cc1[N+](=O)[O-]. The Y is -3.89 log mol/L. (2) The compound is Clc1ccc(Oc2c(Cl)cccc2Cl)cc1. The Y is -5.91 log mol/L.